From a dataset of Catalyst prediction with 721,799 reactions and 888 catalyst types from USPTO. Predict which catalyst facilitates the given reaction. (1) Reactant: [CH2:1]([O:3][C:4]([C:6]1[CH:22]=[CH:21][C:9]([O:10][Si:11]([CH:18]([CH3:20])[CH3:19])([CH:15]([CH3:17])[CH3:16])[CH:12]([CH3:14])[CH3:13])=[CH:8][C:7]=1[CH:23]([CH3:25])[CH3:24])=[CH2:5])[CH3:2].[CH2:26](I)I. Product: [CH2:1]([O:3][C:4]1([C:6]2[CH:22]=[CH:21][C:9]([O:10][Si:11]([CH:15]([CH3:16])[CH3:17])([CH:12]([CH3:14])[CH3:13])[CH:18]([CH3:20])[CH3:19])=[CH:8][C:7]=2[CH:23]([CH3:24])[CH3:25])[CH2:26][CH2:5]1)[CH3:2]. The catalyst class is: 401. (2) The catalyst class is: 55. Product: [CH2:1]1[C:10]2[C:5](=[CH:6][CH:7]=[CH:8][CH:9]=2)[CH2:4][CH2:3][N:2]1[CH2:11][CH2:12][CH2:13][CH2:14][O:15][C:16]1[N:21]=[C:20]([NH2:22])[CH:19]=[CH:18][CH:17]=1. Reactant: [CH2:1]1[C:10]2[C:5](=[CH:6][CH:7]=[CH:8][CH:9]=2)[CH2:4][CH2:3][N:2]1[CH2:11][CH2:12][CH2:13][CH2:14][O:15][C:16]1[N:21]=[C:20]([NH:22]CC2C=CC(OC)=CC=2)[CH:19]=[CH:18][CH:17]=1. (3) Reactant: [Cl-].[NH4+:2].C([NH:5][C:6]1[C:11]([N+]([O-])=O)=[CH:10][CH:9]=[CH:8][C:7]=1[F:15])C.[CH2:16](O)[CH3:17]. Product: [CH3:16][CH2:17][NH:2][C:11]1[C:6]([NH2:5])=[C:7]([F:15])[CH:8]=[CH:9][CH:10]=1. The catalyst class is: 401. (4) Product: [F:4][C:5]1[CH:6]=[CH:7][C:8]([C:11]2[O:12][C:13]3[CH:23]=[CH:22][C:21]([C:24]4[CH:33]=[CH:32][CH:31]=[C:26]([C:27]5[O:28][N:43]=[C:36]([C:37]6[CH:42]=[CH:41][CH:40]=[CH:39][CH:38]=6)[N:35]=5)[CH:25]=4)=[CH:20][C:14]=3[C:15]=2[C:16]([NH:17][CH3:18])=[O:19])=[CH:9][CH:10]=1. Reactant: C[O-].[Na+].[F:4][C:5]1[CH:10]=[CH:9][C:8]([C:11]2[O:12][C:13]3[CH:23]=[CH:22][C:21]([C:24]4[CH:25]=[C:26]([CH:31]=[CH:32][CH:33]=4)[C:27](OC)=[O:28])=[CH:20][C:14]=3[C:15]=2[C:16](=[O:19])[NH:17][CH3:18])=[CH:7][CH:6]=1.O/[N:35]=[C:36](\[NH2:43])/[C:37]1[CH:42]=[CH:41][CH:40]=[CH:39][CH:38]=1. The catalyst class is: 14. (5) Reactant: [CH3:1][O:2][C:3]1[CH:4]=[C:5]2[C:10](=[CH:11][CH:12]=1)[C:9](=[S:13])[NH:8][C:7]([CH3:14])=[C:6]2[C:15]1[CH:20]=[CH:19][CH:18]=[CH:17][CH:16]=1.[H-].[Na+].I[CH3:24].[NH4+].[Cl-]. Product: [CH3:1][O:2][C:3]1[CH:4]=[C:5]2[C:10](=[CH:11][CH:12]=1)[C:9]([S:13][CH3:24])=[N:8][C:7]([CH3:14])=[C:6]2[C:15]1[CH:20]=[CH:19][CH:18]=[CH:17][CH:16]=1. The catalyst class is: 3.